Predict the product of the given reaction. From a dataset of Forward reaction prediction with 1.9M reactions from USPTO patents (1976-2016). (1) Given the reactants [C:1]([CH2:3][C:4]([NH:6][CH2:7][CH2:8][CH:9]([NH:13][C:14](=[O:18])[CH2:15][C:16]#[N:17])[CH2:10][CH2:11][CH3:12])=[O:5])#[N:2].[OH:19][C:20]1[CH:21]=[C:22]([CH:25]=[CH:26][C:27]=1[OH:28])[CH:23]=O, predict the reaction product. The product is: [C:1]([C:3](=[CH:23][C:22]1[CH:25]=[CH:26][C:27]([OH:28])=[C:20]([OH:19])[CH:21]=1)[C:4]([NH:6][CH2:7][CH2:8][CH:9]([NH:13][C:14](=[O:18])[C:15]([C:16]#[N:17])=[CH:23][C:22]1[CH:25]=[CH:26][C:27]([OH:28])=[C:20]([OH:19])[CH:21]=1)[CH2:10][CH2:11][CH3:12])=[O:5])#[N:2]. (2) Given the reactants [CH2:1]([O:3][P:4]([C:9]1[CH:13]=[CH:12][S:11][C:10]=1I)([O:6][CH2:7][CH3:8])=[O:5])[CH3:2].C([Sn](CCCC)(CCCC)[C:20]1[S:21][CH:22]=[CH:23][C:24]=1[P:25]([O:30][CH2:31][CH3:32])([O:27][CH2:28][CH3:29])=[O:26])CCC.Cl, predict the reaction product. The product is: [CH2:1]([O:3][P:4]([C:9]1[CH:13]=[CH:12][S:11][C:10]=1[C:20]1[S:21][CH:22]=[CH:23][C:24]=1[P:25]([O:30][CH2:31][CH3:32])([O:27][CH2:28][CH3:29])=[O:26])([O:6][CH2:7][CH3:8])=[O:5])[CH3:2]. (3) Given the reactants FC(F)(F)C(O)=O.[NH:8]1[CH2:12][CH2:11][C@H:10]([CH2:13][NH:14][C:15]([C:17]2[NH:18][C:19]3[C:24]([CH:25]=2)=[CH:23][CH:22]=[C:21]([Cl:26])[CH:20]=3)=[O:16])[CH2:9]1.[N+](C1C=CC([O:36][C:37](=O)[NH:38][C:39]2[CH:44]=[CH:43][C:42]([N:45]3[CH:50]=[CH:49][CH:48]=[CH:47][C:46]3=[O:51])=[CH:41][C:40]=2[F:52])=CC=1)([O-])=O, predict the reaction product. The product is: [F:52][C:40]1[CH:41]=[C:42]([N:45]2[CH:50]=[CH:49][CH:48]=[CH:47][C:46]2=[O:51])[CH:43]=[CH:44][C:39]=1[NH:38][C:37]([N:8]1[CH2:12][CH2:11][C@H:10]([CH2:13][NH:14][C:15]([C:17]2[NH:18][C:19]3[C:24]([CH:25]=2)=[CH:23][CH:22]=[C:21]([Cl:26])[CH:20]=3)=[O:16])[CH2:9]1)=[O:36]. (4) Given the reactants [CH:1]([NH2:4])([CH3:3])[CH3:2].C[Al](C)C.C[O:10][C:11]([C:13]1[S:17][C:16](/[CH:18]=[CH:19]/[C:20]2[C:21]([CH2:26][CH2:27][CH2:28][CH3:29])=[N:22][O:23][C:24]=2[CH3:25])=[N:15][C:14]=1[CH3:30])=O, predict the reaction product. The product is: [CH:1]([NH:4][C:11]([C:13]1[S:17][C:16](/[CH:18]=[CH:19]/[C:20]2[C:21]([CH2:26][CH2:27][CH2:28][CH3:29])=[N:22][O:23][C:24]=2[CH3:25])=[N:15][C:14]=1[CH3:30])=[O:10])([CH3:3])[CH3:2]. (5) Given the reactants [CH2:1]([O:3][C:4](=[O:20])[C:5]([NH:16][C:17](=[O:19])[CH3:18])([CH2:11][C:12](=O)[CH2:13]Br)[C:6]([O:8][CH2:9][CH3:10])=[O:7])[CH3:2].[C:21]1([NH2:28])[CH:26]=[CH:25][CH:24]=[CH:23][C:22]=1[NH2:27], predict the reaction product. The product is: [CH2:1]([O:3][C:4](=[O:20])[C:5]([NH:16][C:17](=[O:19])[CH3:18])([CH2:11][C:12]1[CH:13]=[N:28][C:21]2[C:22](=[CH:23][CH:24]=[CH:25][CH:26]=2)[N:27]=1)[C:6]([O:8][CH2:9][CH3:10])=[O:7])[CH3:2]. (6) The product is: [CH3:30][O:29][C:24]1[CH:23]=[C:22]([O:31][CH3:32])[CH:21]=[C:20]2[C:25]=1[C:26](=[O:28])[NH:27][C:18]([C:13]1[C:12]([NH:33][CH2:34][CH2:35][CH2:36][NH:37][C:38](=[O:42])[CH:39]([CH3:41])[CH3:40])=[CH:17][CH:16]=[CH:15][N:14]=1)=[N:19]2. Given the reactants C[Si]([N-][Si](C)(C)C)(C)C.[Li+].F[C:12]1[C:13]([C:18]2[NH:27][C:26](=[O:28])[C:25]3[C:20](=[CH:21][C:22]([O:31][CH3:32])=[CH:23][C:24]=3[O:29][CH3:30])[N:19]=2)=[N:14][CH:15]=[CH:16][CH:17]=1.[NH2:33][CH2:34][CH2:35][CH2:36][NH:37][C:38](=[O:42])[CH:39]([CH3:41])[CH3:40], predict the reaction product. (7) Given the reactants Cl[C:2]([O:4][CH2:5][CH3:6])=[O:3].[NH:7]1[C:11]2[CH:12]=[CH:13][CH:14]=[CH:15][C:10]=2[N:9]=[N:8]1.C(N(CC)CC)C, predict the reaction product. The product is: [CH2:5]([O:4][C:2]([N:7]1[C:11]2[CH:12]=[CH:13][CH:14]=[CH:15][C:10]=2[N:9]=[N:8]1)=[O:3])[CH3:6]. (8) Given the reactants [Cl:1][C:2]1[N:7]=[C:6]([Cl:8])[CH:5]=[C:4](Cl)[N:3]=1.[O:10]1[CH:14]=[CH:13][CH:12]=[C:11]1B(O)O.C(=O)([O-])[O-].[K+].[K+], predict the reaction product. The product is: [Cl:1][C:2]1[N:7]=[C:6]([Cl:8])[CH:5]=[C:4]([C:11]2[O:10][CH:14]=[CH:13][CH:12]=2)[N:3]=1. (9) Given the reactants F[C:2]1[CH:3]=[C:4]([O:12][CH3:13])[C:5]([N+:9]([O-:11])=[O:10])=[C:6]([OH:8])[CH:7]=1.[NH:14]1[CH2:19][CH2:18][O:17][CH2:16][CH2:15]1, predict the reaction product. The product is: [CH3:13][O:12][C:4]1[C:5]([N+:9]([O-:11])=[O:10])=[C:6]([OH:8])[CH:7]=[C:2]([N:14]2[CH2:19][CH2:18][O:17][CH2:16][CH2:15]2)[CH:3]=1. (10) Given the reactants [Br:1][C:2]1[CH:7]=[CH:6][C:5]([C:8](O)([CH3:10])[CH3:9])=[CH:4][CH:3]=1.CCN(S(F)(F)[F:18])CC, predict the reaction product. The product is: [Br:1][C:2]1[CH:7]=[CH:6][C:5]([C:8]([F:18])([CH3:10])[CH3:9])=[CH:4][CH:3]=1.